From a dataset of Forward reaction prediction with 1.9M reactions from USPTO patents (1976-2016). Predict the product of the given reaction. (1) The product is: [F:17][C:18]([F:29])([F:28])[C:19]([NH:10][C@H:7]([C:4]1[CH:5]=[CH:6][CH:1]=[CH:2][CH:3]=1)[CH2:8][OH:9])=[O:20]. Given the reactants [CH:1]1[CH:6]=[CH:5][C:4]([C@@H:7]([NH2:10])[CH2:8][OH:9])=[CH:3][CH:2]=1.N1C=CC=CC=1.[F:17][C:18]([F:29])([F:28])[C:19](O[C:19](=[O:20])[C:18]([F:29])([F:28])[F:17])=[O:20], predict the reaction product. (2) Given the reactants [OH:1][CH:2]1[CH2:7][CH2:6][N:5]([C:8]([O:10][CH:11]([CH3:13])[CH3:12])=[O:9])[CH2:4][CH2:3]1.[Cl:14][C:15]1[CH:20]=[C:19](Cl)[N:18]=[CH:17][N:16]=1.CC(C)([O-])C.[K+], predict the reaction product. The product is: [Cl:14][C:15]1[N:16]=[CH:17][N:18]=[C:19]([O:1][CH:2]2[CH2:3][CH2:4][N:5]([C:8]([O:10][CH:11]([CH3:13])[CH3:12])=[O:9])[CH2:6][CH2:7]2)[CH:20]=1. (3) The product is: [NH2:15][C:2]1([C:11]([O:13][CH3:14])=[O:12])[C:10]2[C:5](=[CH:6][CH:7]=[CH:8][CH:9]=2)[CH2:4][CH:3]1[OH:1]. Given the reactants [O:1]1[CH:3]2[CH2:4][C:5]3[CH:6]=[CH:7][CH:8]=[CH:9][C:10]=3[C:2]12[C:11]([O:13][CH3:14])=[O:12].[N-:15]=[N+]=[N-].[Na+].[Cl-].[NH4+].C(=O)([O-])O.[Na+], predict the reaction product. (4) Given the reactants N(C(C)C)[CH:2]([CH3:4])[CH3:3].[Li]CCCC.[C:13]1(=[O:20])[CH2:18][CH2:17][CH2:16][C:15](=[O:19])[CH2:14]1.C(Br)C=C.Cl, predict the reaction product. The product is: [CH2:4]([CH:18]1[CH2:17][CH2:16][C:15](=[O:19])[CH2:14][C:13]1=[O:20])[CH:2]=[CH2:3]. (5) Given the reactants [CH3:1][O:2][C:3]1[CH:8]=[CH:7][C:6](O)=[CH:5][CH:4]=1.N12CCCNC1CCCC=C2.[CH3:21][C:22]([OH:26])([C:24]#[CH:25])[CH3:23].FC(F)(F)C(OC(=O)C(F)(F)F)=O.CC1(C)OC2=CC3C(C)=CC(C#N)=NC=3C=C2C=C1.[Cl-].[NH4+], predict the reaction product. The product is: [CH3:21][C:22]([CH3:23])([O:26][C:6]1[CH:7]=[CH:8][C:3]([O:2][CH3:1])=[CH:4][CH:5]=1)[C:24]#[CH:25].